From a dataset of Full USPTO retrosynthesis dataset with 1.9M reactions from patents (1976-2016). Predict the reactants needed to synthesize the given product. Given the product [C:21]([C:18]1[CH:19]=[CH:20][C:15]([C:11]2[CH:12]=[C:13]3[C:8](=[CH:9][CH:10]=2)[N:7]([C:29]2[CH:30]=[CH:31][C:26]([Cl:25])=[CH:27][CH:28]=2)[C:6]([C:4]([OH:3])=[O:5])=[CH:14]3)=[CH:16][CH:17]=1)([CH3:23])([CH3:24])[CH3:22], predict the reactants needed to synthesize it. The reactants are: C([O:3][C:4]([C:6]1[NH:7][C:8]2[C:13]([CH:14]=1)=[CH:12][C:11]([C:15]1[CH:20]=[CH:19][C:18]([C:21]([CH3:24])([CH3:23])[CH3:22])=[CH:17][CH:16]=1)=[CH:10][CH:9]=2)=[O:5])C.[Cl:25][C:26]1[CH:31]=[CH:30][C:29](B(O)O)=[CH:28][CH:27]=1.